The task is: Binary Classification. Given a T-cell receptor sequence (or CDR3 region) and an epitope sequence, predict whether binding occurs between them.. This data is from TCR-epitope binding with 47,182 pairs between 192 epitopes and 23,139 TCRs. The epitope is IVTDFSVIK. The TCR CDR3 sequence is CASSYYNEQFF. Result: 1 (the TCR binds to the epitope).